Regression/Classification. Given a drug SMILES string, predict its absorption, distribution, metabolism, or excretion properties. Task type varies by dataset: regression for continuous measurements (e.g., permeability, clearance, half-life) or binary classification for categorical outcomes (e.g., BBB penetration, CYP inhibition). For this dataset (solubility_aqsoldb), we predict Y. From a dataset of Aqueous solubility values for 9,982 compounds from the AqSolDB database. (1) The compound is O=C(COC(=O)c1ccccc1)NC(CO)(CO)CO. The Y is -1.27 log mol/L. (2) The drug is CC(C)=CCC/C(C)=C\CO. The Y is -2.32 log mol/L. (3) The molecule is S=C=Nc1ccc2ccccc2c1. The Y is -4.44 log mol/L. (4) The Y is -1.42 log mol/L. The drug is CCCCOP(C)(=O)OCCCC. (5) The Y is -2.47 log mol/L. The drug is CCN(CC)S(=O)(=O)c1ccc(OC)c(N/N=C2\C=C(S(=O)(=O)[O-])c3ccccc3C2=O)c1.[Na+]. (6) The molecule is Nc1nc(O)c2ncn(C3C=CC(CO)C3)c2n1. The Y is -2.30 log mol/L.